Dataset: Catalyst prediction with 721,799 reactions and 888 catalyst types from USPTO. Task: Predict which catalyst facilitates the given reaction. (1) Reactant: [Br:1][C:2]1[C:3]([OH:10])=[C:4]([CH:7]=[CH:8][CH:9]=1)[CH:5]=O.C(=O)([O-])[O-].[K+].[K+].Cl[CH2:18][C:19]([O:21]C)=[O:20].[OH-].[K+]. Product: [Br:1][C:2]1[C:3]2[O:10][C:18]([C:19]([OH:21])=[O:20])=[CH:5][C:4]=2[CH:7]=[CH:8][CH:9]=1. The catalyst class is: 90. (2) Reactant: [Cl:1][C:2]1[C:11]2[C:6](=[CH:7][CH:8]=[C:9]([CH:12]([C:14]3[C:15]([CH3:21])=[N:16][C:17](C)=[CH:18]C=3)[OH:13])[CH:10]=2)[N:5]=[C:4]([O:22][CH3:23])[C:3]=1[CH2:24][C:25]1[CH:30]=[CH:29][C:28]([C:31]([F:34])([F:33])[F:32])=[CH:27][CH:26]=1.C([Li])CCC.CC1[O:42]C(C=O)=C(C)N=1. Product: [Cl:1][C:2]1[C:11]2[C:6](=[CH:7][CH:8]=[C:9]([CH:12]([C:14]3[O:42][C:17]([CH3:18])=[N:16][C:15]=3[CH3:21])[OH:13])[CH:10]=2)[N:5]=[C:4]([O:22][CH3:23])[C:3]=1[CH2:24][C:25]1[CH:30]=[CH:29][C:28]([C:31]([F:34])([F:33])[F:32])=[CH:27][CH:26]=1. The catalyst class is: 1. (3) Reactant: [NH:1]1[CH2:6][CH2:5][CH:4]([CH2:7][CH2:8][CH2:9][OH:10])[CH2:3][CH2:2]1.C(=O)([O-])[O-].[K+].[K+].[CH:17]1(Br)[CH2:21][CH2:20][CH2:19][CH2:18]1. Product: [CH:17]1([N:1]2[CH2:6][CH2:5][CH:4]([CH2:7][CH2:8][CH2:9][OH:10])[CH2:3][CH2:2]2)[CH2:21][CH2:20][CH2:19][CH2:18]1. The catalyst class is: 10. (4) Reactant: [BH4-].[Li+].C([C@@H]1COC(=O)N1[C:16](=[O:41])[C@H:17]([CH3:40])[C@@H:18]([O:32][Si:33]([C:36]([CH3:39])([CH3:38])[CH3:37])([CH3:35])[CH3:34])[CH2:19][CH2:20][CH2:21][O:22][CH2:23][C:24]1[CH:29]=[CH:28][C:27]([O:30][CH3:31])=[CH:26][CH:25]=1)C1C=CC=CC=1.CO. Product: [Si:33]([O:32][C@@H:18]([CH2:19][CH2:20][CH2:21][O:22][CH2:23][C:24]1[CH:25]=[CH:26][C:27]([O:30][CH3:31])=[CH:28][CH:29]=1)[C@@H:17]([CH3:40])[CH2:16][OH:41])([C:36]([CH3:38])([CH3:39])[CH3:37])([CH3:34])[CH3:35]. The catalyst class is: 1. (5) Reactant: [NH2:1][C:2]1[S:6][C:5]([C:7]2[CH:12]=[CH:11][C:10]([C:13]([OH:16])([CH3:15])[CH3:14])=[CH:9][CH:8]=2)=[N:4][C:3]=1[C:17]([NH2:19])=[O:18].Br[C:21]1[N:26]=[C:25]([CH2:27][C:28]#[N:29])[CH:24]=[CH:23][CH:22]=1.CC(C1C=C(C(C)C)C(C2C=CC=CC=2P(C2CCCCC2)C2CCCCC2)=C(C(C)C)C=1)C.C(=O)([O-])[O-].[K+].[K+].C(O)(CC)(C)C. Product: [C:28]([CH2:27][C:25]1[N:26]=[C:21]([NH:1][C:2]2[S:6][C:5]([C:7]3[CH:8]=[CH:9][C:10]([C:13]([OH:16])([CH3:15])[CH3:14])=[CH:11][CH:12]=3)=[N:4][C:3]=2[C:17]([NH2:19])=[O:18])[CH:22]=[CH:23][CH:24]=1)#[N:29]. The catalyst class is: 110.